Dataset: TCR-epitope binding with 47,182 pairs between 192 epitopes and 23,139 TCRs. Task: Binary Classification. Given a T-cell receptor sequence (or CDR3 region) and an epitope sequence, predict whether binding occurs between them. (1) The epitope is GTSGSPIINR. The TCR CDR3 sequence is CSVAGFDSGNTIYF. Result: 0 (the TCR does not bind to the epitope). (2) The epitope is SGPLKAEIAQRLED. The TCR CDR3 sequence is CASSSPGLPDTQYF. Result: 0 (the TCR does not bind to the epitope). (3) The epitope is YLNTLTLAV. The TCR CDR3 sequence is CASSLFGGGENIQYF. Result: 1 (the TCR binds to the epitope). (4) The epitope is FLNGSCGSV. The TCR CDR3 sequence is CASSPRDSGYEQYF. Result: 1 (the TCR binds to the epitope). (5) The epitope is FTISVTTEIL. The TCR CDR3 sequence is CASTSGDRLHEQYF. Result: 1 (the TCR binds to the epitope). (6) The epitope is GTSGSPIIDK. The TCR CDR3 sequence is CASSAPAGGGKEQFF. Result: 1 (the TCR binds to the epitope). (7) The epitope is VTIAEILLI. The TCR CDR3 sequence is CASSLELGSYNEQFF. Result: 1 (the TCR binds to the epitope). (8) The epitope is NLDSKVGGNY. The TCR CDR3 sequence is CSARDGRREYEQYF. Result: 0 (the TCR does not bind to the epitope). (9) The epitope is YLDAYNMMI. The TCR CDR3 sequence is CSASETGTDLRKQYF. Result: 1 (the TCR binds to the epitope). (10) The epitope is TVYDPLQPELDSFK. The TCR CDR3 sequence is CSARDRGDEKLFF. Result: 0 (the TCR does not bind to the epitope).